From a dataset of Forward reaction prediction with 1.9M reactions from USPTO patents (1976-2016). Predict the product of the given reaction. (1) Given the reactants C([O:3][C:4](=[O:20])[CH2:5][N:6]1[CH2:11][CH2:10][CH:9]([C:12]([C:14]2[CH:19]=[CH:18][CH:17]=[CH:16][N:15]=2)=[O:13])[CH2:8][CH2:7]1)C.C(O)C.[OH-].[Na+].Cl, predict the reaction product. The product is: [N:15]1[CH:16]=[CH:17][CH:18]=[CH:19][C:14]=1[C:12]([CH:9]1[CH2:8][CH2:7][N:6]([CH2:5][C:4]([OH:20])=[O:3])[CH2:11][CH2:10]1)=[O:13]. (2) Given the reactants Br[C:2]1[CH:3]=[C:4]([CH:6]=[C:7]([O:9][CH3:10])[CH:8]=1)[NH2:5].CC1(C)C2C(=C(P(C3C=CC=CC=3)C3C=CC=CC=3)C=CC=2)OC2C(P(C3C=CC=CC=3)C3C=CC=CC=3)=CC=CC1=2.CCN(C(C)C)C(C)C.[SH:62][CH2:63][CH2:64][OH:65], predict the reaction product. The product is: [NH2:5][C:4]1[CH:3]=[C:2]([S:62][CH2:63][CH2:64][OH:65])[CH:8]=[C:7]([O:9][CH3:10])[CH:6]=1. (3) Given the reactants [CH3:1][NH:2][C@H:3]([C:7]([NH:9][C@H:10]([C:14]([N:16]([C@@H:18]([C@@H:57]([CH3:60])[CH2:58][CH3:59])[C@H:19]([O:55][CH3:56])[CH2:20][C:21]([N:23]1[CH2:27][CH2:26][CH2:25][C@H:24]1[C@H:28]([O:53][CH3:54])[C@@H:29]([CH3:52])[C:30](=[O:51])[NH:31][C@H:32]([C:40]1[O:41][C:42]([C:45]2[CH:50]=[CH:49][CH:48]=[CH:47][CH:46]=2)=[N:43][N:44]=1)[CH2:33][C:34]1[CH:39]=[CH:38][CH:37]=[CH:36][CH:35]=1)=[O:22])[CH3:17])=[O:15])[CH:11]([CH3:13])[CH3:12])=[O:8])[CH:4]([CH3:6])[CH3:5].[CH2:61]([O:68][C:69](=[O:78])[NH:70][CH2:71][CH2:72][CH2:73][CH2:74][CH2:75][CH:76]=O)[C:62]1[CH:67]=[CH:66][CH:65]=[CH:64][CH:63]=1.C(O)(=O)C.C(O)(C(F)(F)F)=O, predict the reaction product. The product is: [CH2:61]([O:68][C:69]([NH:70][CH2:71][CH2:72][CH2:73][CH2:74][CH2:75][CH2:76][N:2]([CH3:1])[C@H:3]([C:7]([NH:9][C@H:10]([C:14]([N:16]([C@@H:18]([C@@H:57]([CH3:60])[CH2:58][CH3:59])[C@H:19]([O:55][CH3:56])[CH2:20][C:21]([N:23]1[CH2:27][CH2:26][CH2:25][C@H:24]1[C@H:28]([O:53][CH3:54])[C@@H:29]([CH3:52])[C:30](=[O:51])[NH:31][C@H:32]([C:40]1[O:41][C:42]([C:45]2[CH:46]=[CH:47][CH:48]=[CH:49][CH:50]=2)=[N:43][N:44]=1)[CH2:33][C:34]1[CH:35]=[CH:36][CH:37]=[CH:38][CH:39]=1)=[O:22])[CH3:17])=[O:15])[CH:11]([CH3:13])[CH3:12])=[O:8])[CH:4]([CH3:5])[CH3:6])=[O:78])[C:62]1[CH:67]=[CH:66][CH:65]=[CH:64][CH:63]=1. (4) Given the reactants [Cl:1][C:2]1[CH:3]=[C:4]([CH:21]=[CH:22][C:23]=1[O:24][CH3:25])[CH2:5][NH:6][C:7]1[C:12]([C:13]([O:15][CH2:16][CH3:17])=[O:14])=[CH:11][N:10]=[C:9](S(C)=O)[N:8]=1.Cl.[CH2:27]1[C:29]2([CH2:33][CH2:32][NH:31][CH2:30]2)[CH2:28]1.C(N(CC)CC)C.O, predict the reaction product. The product is: [Cl:1][C:2]1[CH:3]=[C:4]([CH:21]=[CH:22][C:23]=1[O:24][CH3:25])[CH2:5][NH:6][C:7]1[C:12]([C:13]([O:15][CH2:16][CH3:17])=[O:14])=[CH:11][N:10]=[C:9]([N:31]2[CH2:32][CH2:33][C:29]3([CH2:27][CH2:28]3)[CH2:30]2)[N:8]=1. (5) Given the reactants [Si]([O:8][CH:9]([CH3:46])[CH2:10][S:11]([NH:14][C:15]1[CH:16]=[C:17]([C@H:21]([N:29]([CH3:45])[C:30](=[O:44])[CH:31]([C:38]2[CH:43]=[CH:42][CH:41]=[CH:40][CH:39]=2)[C:32]2[CH:37]=[CH:36][CH:35]=[CH:34][CH:33]=2)[CH2:22][N:23]2[CH2:27][CH2:26][C@@H:25]([OH:28])[CH2:24]2)[CH:18]=[CH:19][CH:20]=1)(=[O:13])=[O:12])(C(C)(C)C)(C)C.[F-].C([N+](CCCC)(CCCC)CCCC)CCC, predict the reaction product. The product is: [OH:8][CH:9]([CH3:46])[CH2:10][S:11]([NH:14][C:15]1[CH:16]=[C:17]([C@H:21]([N:29]([CH3:45])[C:30](=[O:44])[CH:31]([C:32]2[CH:37]=[CH:36][CH:35]=[CH:34][CH:33]=2)[C:38]2[CH:39]=[CH:40][CH:41]=[CH:42][CH:43]=2)[CH2:22][N:23]2[CH2:27][CH2:26][C@@H:25]([OH:28])[CH2:24]2)[CH:18]=[CH:19][CH:20]=1)(=[O:12])=[O:13].